From a dataset of Full USPTO retrosynthesis dataset with 1.9M reactions from patents (1976-2016). Predict the reactants needed to synthesize the given product. Given the product [CH3:43][O:42][C:27]1[CH:26]=[C:25]2[C:30]([C:21]([NH:1][C:2]3[CH:3]=[CH:4][C:5]4[S:9][C:8]([NH:10][C:11](=[O:18])[C:12]5[CH:17]=[CH:16][CH:15]=[CH:14][CH:13]=5)=[N:7][C:6]=4[CH:19]=3)=[N:22][CH:23]=[N:24]2)=[CH:29][C:28]=1[O:31][CH2:32][CH2:33][CH2:34][N:35]1[CH2:36][CH2:37][N:38]([CH3:41])[CH2:39][CH2:40]1, predict the reactants needed to synthesize it. The reactants are: [NH2:1][C:2]1[CH:3]=[CH:4][C:5]2[S:9][C:8]([NH:10][C:11](=[O:18])[C:12]3[CH:17]=[CH:16][CH:15]=[CH:14][CH:13]=3)=[N:7][C:6]=2[CH:19]=1.Cl[C:21]1[C:30]2[C:25](=[CH:26][C:27]([O:42][CH3:43])=[C:28]([O:31][CH2:32][CH2:33][CH2:34][N:35]3[CH2:40][CH2:39][N:38]([CH3:41])[CH2:37][CH2:36]3)[CH:29]=2)[N:24]=[CH:23][N:22]=1.Cl.O1CCOCC1.